From a dataset of NCI-60 drug combinations with 297,098 pairs across 59 cell lines. Regression. Given two drug SMILES strings and cell line genomic features, predict the synergy score measuring deviation from expected non-interaction effect. (1) Drug 2: C1C(C(OC1N2C=NC3=C(N=C(N=C32)Cl)N)CO)O. Synergy scores: CSS=36.8, Synergy_ZIP=-6.65, Synergy_Bliss=-7.45, Synergy_Loewe=-12.7, Synergy_HSA=-4.74. Drug 1: C1=CC(=C2C(=C1NCCNCCO)C(=O)C3=C(C=CC(=C3C2=O)O)O)NCCNCCO. Cell line: SW-620. (2) Drug 1: CN(C)C1=NC(=NC(=N1)N(C)C)N(C)C. Drug 2: C1C(C(OC1N2C=NC3=C2NC=NCC3O)CO)O. Cell line: U251. Synergy scores: CSS=-3.41, Synergy_ZIP=-0.266, Synergy_Bliss=-3.13, Synergy_Loewe=-11.1, Synergy_HSA=-5.58. (3) Drug 1: CNC(=O)C1=CC=CC=C1SC2=CC3=C(C=C2)C(=NN3)C=CC4=CC=CC=N4. Drug 2: C(CN)CNCCSP(=O)(O)O. Cell line: HOP-92. Synergy scores: CSS=-0.541, Synergy_ZIP=3.38, Synergy_Bliss=4.49, Synergy_Loewe=4.13, Synergy_HSA=2.35. (4) Drug 1: CC12CCC(CC1=CCC3C2CCC4(C3CC=C4C5=CN=CC=C5)C)O. Drug 2: CC1=C(C=C(C=C1)C(=O)NC2=CC(=CC(=C2)C(F)(F)F)N3C=C(N=C3)C)NC4=NC=CC(=N4)C5=CN=CC=C5. Cell line: NCI-H322M. Synergy scores: CSS=-3.88, Synergy_ZIP=2.95, Synergy_Bliss=4.66, Synergy_Loewe=-1.32, Synergy_HSA=-0.980.